From a dataset of TCR-epitope binding with 47,182 pairs between 192 epitopes and 23,139 TCRs. Binary Classification. Given a T-cell receptor sequence (or CDR3 region) and an epitope sequence, predict whether binding occurs between them. (1) The epitope is YLQPRTFLL. The TCR CDR3 sequence is CASSSQNTGELFF. Result: 1 (the TCR binds to the epitope). (2) The epitope is SLVKPSFYV. The TCR CDR3 sequence is CASSFGSAEQYF. Result: 0 (the TCR does not bind to the epitope).